The task is: Predict which catalyst facilitates the given reaction.. This data is from Catalyst prediction with 721,799 reactions and 888 catalyst types from USPTO. (1) Reactant: [C:1]([O:5][C:6]([N:8]1[CH2:13][CH2:12][CH:11]([C:14]2[CH:19]=[CH:18][C:17]([NH:20][C:21]3[N:26]=[C:25](/[CH:27]=[CH:28]/[C:29]4[CH:30]=[C:31]([CH:36]=[CH:37][N:38]=4)[C:32]([O:34][CH3:35])=[O:33])[C:24]([C:39]([F:42])([F:41])[F:40])=[CH:23][N:22]=3)=[CH:16][CH:15]=2)[CH2:10][CH2:9]1)=[O:7])([CH3:4])([CH3:3])[CH3:2]. Product: [C:1]([O:5][C:6]([N:8]1[CH2:13][CH2:12][CH:11]([C:14]2[CH:19]=[CH:18][C:17]([NH:20][C:21]3[N:26]=[C:25]([CH2:27][CH2:28][C:29]4[CH:30]=[C:31]([CH:36]=[CH:37][N:38]=4)[C:32]([O:34][CH3:35])=[O:33])[C:24]([C:39]([F:40])([F:41])[F:42])=[CH:23][N:22]=3)=[CH:16][CH:15]=2)[CH2:10][CH2:9]1)=[O:7])([CH3:4])([CH3:2])[CH3:3]. The catalyst class is: 19. (2) Reactant: [Br:1][C:2]1[CH:3]=[C:4]([C:10](=[N:22][O:23][CH2:24][C:25]2[N:30]=[C:29]([N:31]3C(=O)C4C(=CC=CC=4)C3=O)[CH:28]=[CH:27][CH:26]=2)[C:11]2[C:16]([Cl:17])=[CH:15][C:14]([C:18]([F:21])([F:20])[F:19])=[CH:13][N:12]=2)[CH:5]=[CH:6][C:7]=1[O:8][CH3:9].O.NN. The catalyst class is: 7. Product: [Br:1][C:2]1[CH:3]=[C:4]([C:10](=[N:22][O:23][CH2:24][C:25]2[N:30]=[C:29]([NH2:31])[CH:28]=[CH:27][CH:26]=2)[C:11]2[C:16]([Cl:17])=[CH:15][C:14]([C:18]([F:20])([F:21])[F:19])=[CH:13][N:12]=2)[CH:5]=[CH:6][C:7]=1[O:8][CH3:9]. (3) Reactant: [Cl:1][C:2]1[C:3]2[CH:10]=[C:9]([C:11]([NH2:13])=O)[S:8][C:4]=2[N:5]=[CH:6][N:7]=1.N1C(Cl)=NC(Cl)=NC=1Cl. Product: [Cl:1][C:2]1[C:3]2[CH:10]=[C:9]([C:11]#[N:13])[S:8][C:4]=2[N:5]=[CH:6][N:7]=1. The catalyst class is: 3. (4) The catalyst class is: 2. Reactant: [F:1][C:2]1[CH:7]=[C:6]([F:8])[CH:5]=[CH:4][C:3]=1[CH:9]=[C:10]([CH3:20])[CH2:11][NH:12][CH2:13][C:14]1[N:15]([CH3:19])[CH:16]=[CH:17][N:18]=1.[F:21][CH:22]([F:35])[O:23][C:24]1[CH:32]=[CH:31][C:27]([C:28](Cl)=[O:29])=[CH:26][C:25]=1[O:33][CH3:34].C(N(CC)CC)C. Product: [F:21][CH:22]([F:35])[O:23][C:24]1[CH:32]=[CH:31][C:27]([C:28]([N:12]([CH2:11][C:10]([CH3:20])=[CH:9][C:3]2[CH:4]=[CH:5][C:6]([F:8])=[CH:7][C:2]=2[F:1])[CH2:13][C:14]2[N:15]([CH3:19])[CH:16]=[CH:17][N:18]=2)=[O:29])=[CH:26][C:25]=1[O:33][CH3:34]. (5) Reactant: [CH3:1][N:2]1[C:7](=[O:8])[C:6]([NH:9][C:10]2[CH:15]=[CH:14][C:13]([N:16]3[CH2:21][CH2:20][N:19]([CH:22]4[CH2:25][O:24][CH2:23]4)[CH2:18][C@H:17]3[CH3:26])=[CH:12][N:11]=2)=[CH:5][C:4]([C:27]2[CH:32]=[CH:31][N:30]=[C:29]([N:33]3[C:45](=[O:46])[C:44]4[S:43][C:42]5[CH2:41][CH2:40][CH2:39][CH2:38][C:37]=5[C:36]=4[CH:35]=[N:34]3)[C:28]=2[CH:47]=[O:48])=[CH:3]1.[BH4-].[Na+]. Product: [OH:48][CH2:47][C:28]1[C:29]([N:33]2[C:45](=[O:46])[C:44]3[S:43][C:42]4[CH2:41][CH2:40][CH2:39][CH2:38][C:37]=4[C:36]=3[CH:35]=[N:34]2)=[N:30][CH:31]=[CH:32][C:27]=1[C:4]1[CH:5]=[C:6]([NH:9][C:10]2[CH:15]=[CH:14][C:13]([N:16]3[CH2:21][CH2:20][N:19]([CH:22]4[CH2:23][O:24][CH2:25]4)[CH2:18][C@H:17]3[CH3:26])=[CH:12][N:11]=2)[C:7](=[O:8])[N:2]([CH3:1])[CH:3]=1. The catalyst class is: 5. (6) Reactant: Br[C:2]([CH3:17])([CH3:16])[C:3]([C:5]1[CH:6]=[CH:7][C:8]2[O:13][CH2:12][C:11](=[O:14])[NH:10][C:9]=2[CH:15]=1)=O.[NH2:18][N:19]1[C:23]([CH3:24])=[N:22][N:21]=[C:20]1[SH:25]. Product: [CH3:24][C:23]1[N:19]2[C:20]([S:25][C:2]([CH3:17])([CH3:16])[C:3]([C:5]3[CH:6]=[CH:7][C:8]4[O:13][CH2:12][C:11](=[O:14])[NH:10][C:9]=4[CH:15]=3)=[N:18]2)=[N:21][N:22]=1. The catalyst class is: 548. (7) Reactant: CN(C)C=O.Br[C:7]1[CH:12]=[CH:11][C:10]([C:13]2[N:14]([CH2:22][O:23][CH2:24][CH2:25][Si:26]([CH3:29])([CH3:28])[CH3:27])[CH:15]=[C:16]([C:18]([F:21])([F:20])[F:19])[N:17]=2)=[C:9]([F:30])[CH:8]=1.[CH3:31][C:32]([CH3:55])([CH2:37][O:38][C:39]1[CH:44]=[C:43]([CH3:45])[C:42](B2OC(C)(C)C(C)(C)O2)=[CH:41][N:40]=1)[C:33]([O:35][CH3:36])=[O:34].C(=O)([O-])[O-].[Na+].[Na+]. Product: [F:30][C:9]1[CH:8]=[C:7]([C:42]2[C:43]([CH3:45])=[CH:44][C:39]([O:38][CH2:37][C:32]([CH3:31])([CH3:55])[C:33]([O:35][CH3:36])=[O:34])=[N:40][CH:41]=2)[CH:12]=[CH:11][C:10]=1[C:13]1[N:14]([CH2:22][O:23][CH2:24][CH2:25][Si:26]([CH3:29])([CH3:28])[CH3:27])[CH:15]=[C:16]([C:18]([F:21])([F:20])[F:19])[N:17]=1. The catalyst class is: 69. (8) Product: [CH:1]1[CH:6]=[CH:5][C:4]([C@@H:7]2[N:16]([C:17]([O:19][C@@H:20]3[CH:25]4[CH2:24][CH2:23][N:22]([CH2:27][CH2:26]4)[CH2:21]3)=[O:18])[CH2:15][CH2:14][C:13]3[CH:12]=[CH:11][CH:10]=[CH:9][C:8]2=3)=[CH:3][CH:2]=1.[CH2:29]([C:28]([OH:35])=[O:34])[CH2:30][C:31]([OH:33])=[O:32]. Reactant: [CH:1]1[CH:2]=[CH:3][C:4]([C@@H:7]2[N:16]([C:17]([O:19][C@@H:20]3[CH:25]4[CH2:26][CH2:27][N:22]([CH2:23][CH2:24]4)[CH2:21]3)=[O:18])[CH2:15][CH2:14][C:13]3[CH:12]=[CH:11][CH:10]=[CH:9][C:8]2=3)=[CH:5][CH:6]=1.[C:28]([OH:35])(=[O:34])[CH2:29][CH2:30][C:31]([OH:33])=[O:32]. The catalyst class is: 740. (9) Reactant: [BrH:1].BrBr.[CH2:4]([N:11]1[CH2:17][CH2:16][CH2:15][C:14](=[O:18])[CH2:13][CH2:12]1)[C:5]1[CH:10]=[CH:9][CH:8]=[CH:7][CH:6]=1. Product: [CH2:4]([N:11]1[CH2:17][CH2:16][CH:15]([Br:1])[C:14](=[O:18])[CH2:13][CH2:12]1)[C:5]1[CH:6]=[CH:7][CH:8]=[CH:9][CH:10]=1. The catalyst class is: 15. (10) Reactant: [N:1]([CH:4]([C:11]1[O:12][C:13]([CH3:16])=[CH:14][CH:15]=1)[CH:5]1[CH2:10][CH2:9][O:8][CH2:7][CH2:6]1)=[N+]=[N-].[H][H]. Product: [CH3:16][C:13]1[O:12][C:11]([CH:4]([NH2:1])[CH:5]2[CH2:10][CH2:9][O:8][CH2:7][CH2:6]2)=[CH:15][CH:14]=1. The catalyst class is: 29.